This data is from Forward reaction prediction with 1.9M reactions from USPTO patents (1976-2016). The task is: Predict the product of the given reaction. (1) Given the reactants [S:1]1[CH:5]=[CH:4][CH:3]=[C:2]1[CH2:6][CH2:7][NH:8][C:9]([N:11]1[C:19](=[O:20])[C:18]2[C:13](=[N:14][C:15]([Cl:22])=[CH:16][C:17]=2[CH3:21])[NH:12]1)=[O:10].I[CH2:24][CH2:25][CH2:26][CH3:27].[H-].[Na+], predict the reaction product. The product is: [S:1]1[CH:5]=[CH:4][CH:3]=[C:2]1[CH2:6][CH2:7][NH:8][C:9]([N:11]1[C:19](=[O:20])[C:18]2[C:13](=[N:14][C:15]([Cl:22])=[CH:16][C:17]=2[CH3:21])[N:12]1[CH2:24][CH2:25][CH2:26][CH3:27])=[O:10]. (2) Given the reactants Br[C:2]1[CH:29]=[CH:28][C:5]([CH2:6][NH:7][C@@H:8]2[CH2:13][CH2:12][C@H:11]([NH:14][C:15]3[N:24]=[C:23]([N:25]([CH3:27])[CH3:26])[C:22]4[C:17](=[CH:18][CH:19]=[CH:20][CH:21]=4)[N:16]=3)[CH2:10][CH2:9]2)=[C:4]([O:30][C:31]([F:34])([F:33])[F:32])[CH:3]=1.[NH3:35].O.[ClH:37], predict the reaction product. The product is: [ClH:37].[ClH:37].[ClH:37].[NH2:35][C:2]1[CH:29]=[CH:28][C:5]([CH2:6][NH:7][C@@H:8]2[CH2:13][CH2:12][C@H:11]([NH:14][C:15]3[N:24]=[C:23]([N:25]([CH3:27])[CH3:26])[C:22]4[C:17](=[CH:18][CH:19]=[CH:20][CH:21]=4)[N:16]=3)[CH2:10][CH2:9]2)=[C:4]([O:30][C:31]([F:34])([F:33])[F:32])[CH:3]=1. (3) Given the reactants [CH:1]1([C:4]([O:6][C:7]([CH3:10])([CH3:9])[CH3:8])=[O:5])[CH2:3][CH2:2]1.[Br:11][CH2:12][CH2:13][CH2:14][CH2:15]Br.[Li+].CC([N-]C(C)C)C.[NH4+].[Cl-], predict the reaction product. The product is: [Br:11][CH2:12][CH2:13][CH2:14][CH2:15][C:1]1([C:4]([O:6][C:7]([CH3:10])([CH3:9])[CH3:8])=[O:5])[CH2:3][CH2:2]1. (4) Given the reactants [OH:1][C@@H:2]1[C@H:5]([C:6]2[CH:11]=[CH:10][CH:9]=[CH:8][CH:7]=2)[NH:4][C:3]1=[O:12].[CH3:13][O:14][C:15](OC)([CH3:17])[CH3:16].CC1C=CC(S([O-])(=O)=O)=CC=1.C1C=C[NH+]=CC=1, predict the reaction product. The product is: [CH3:13][O:14][C:15]([CH3:17])([O:1][C@@H:2]1[C@H:5]([C:6]2[CH:11]=[CH:10][CH:9]=[CH:8][CH:7]=2)[NH:4][C:3]1=[O:12])[CH3:16]. (5) Given the reactants [CH3:1][C:2]1([CH3:15])[NH:7][C:6](=[O:8])[C:5]2[C:9]([C:12]([OH:14])=[O:13])=[CH:10][O:11][C:4]=2[CH2:3]1.[H-].[Na+].Br[CH2:19][CH2:20][O:21][CH3:22].Cl, predict the reaction product. The product is: [CH3:22][O:21][CH2:20][CH2:19][N:7]1[C:2]([CH3:15])([CH3:1])[CH2:3][C:4]2[O:11][CH:10]=[C:9]([C:12]([OH:14])=[O:13])[C:5]=2[C:6]1=[O:8].